This data is from Peptide-MHC class II binding affinity with 134,281 pairs from IEDB. The task is: Regression. Given a peptide amino acid sequence and an MHC pseudo amino acid sequence, predict their binding affinity value. This is MHC class II binding data. (1) The peptide sequence is FTLGRDGHEKPMNVQ. The MHC is DRB1_0301 with pseudo-sequence DRB1_0301. The binding affinity (normalized) is 0.510. (2) The peptide sequence is EATTDGLGWYKIEID. The MHC is DRB1_0701 with pseudo-sequence DRB1_0701. The binding affinity (normalized) is 0.315. (3) The peptide sequence is RRTGNIQIRLPWYSY. The MHC is HLA-DPA10301-DPB10402 with pseudo-sequence HLA-DPA10301-DPB10402. The binding affinity (normalized) is 0.0284. (4) The MHC is DRB1_0101 with pseudo-sequence DRB1_0101. The peptide sequence is LDECLHLLRTDSVFK. The binding affinity (normalized) is 0.533. (5) The peptide sequence is NVWERHYLAGEMTLM. The MHC is HLA-DQA10301-DQB10302 with pseudo-sequence HLA-DQA10301-DQB10302. The binding affinity (normalized) is 0.232.